This data is from Peptide-MHC class I binding affinity with 185,985 pairs from IEDB/IMGT. The task is: Regression. Given a peptide amino acid sequence and an MHC pseudo amino acid sequence, predict their binding affinity value. This is MHC class I binding data. (1) The peptide sequence is AQFSPQYL. The MHC is HLA-B35:01 with pseudo-sequence HLA-B35:01. The binding affinity (normalized) is 0. (2) The peptide sequence is KIQNFRVYY. The MHC is HLA-B51:01 with pseudo-sequence HLA-B51:01. The binding affinity (normalized) is 0. (3) The peptide sequence is HGMDLADL. The MHC is H-2-Dd with pseudo-sequence H-2-Dd. The binding affinity (normalized) is 0.0278. (4) The peptide sequence is PYYFANNKF. The MHC is HLA-A01:01 with pseudo-sequence HLA-A01:01. The binding affinity (normalized) is 0.159. (5) The peptide sequence is DAEACYIYK. The MHC is HLA-A68:01 with pseudo-sequence HLA-A68:01. The binding affinity (normalized) is 0.640. (6) The peptide sequence is KTLQNDSKH. The MHC is HLA-A03:01 with pseudo-sequence HLA-A03:01. The binding affinity (normalized) is 0.306. (7) The peptide sequence is FPREGVFVF. The MHC is HLA-A02:03 with pseudo-sequence HLA-A02:03. The binding affinity (normalized) is 0.0227.